From a dataset of Full USPTO retrosynthesis dataset with 1.9M reactions from patents (1976-2016). Predict the reactants needed to synthesize the given product. (1) Given the product [CH:13]([CH:12]([CH2:21][CH2:22][CH2:17][CH:18]=[CH2:19])[C:11]([OH:16])=[O:15])=[CH2:14], predict the reactants needed to synthesize it. The reactants are: C([Li])CCC.C(NCC)C.[C:11]([OH:16])(=[O:15])/[CH:12]=[CH:13]/[CH3:14].[C:17]1(C)[CH:22]=[CH:21]C(S(OCCCC=C)(=O)=O)=[CH:19][CH:18]=1. (2) Given the product [CH:1]1([CH2:4][O:5][C:6]2[CH:13]=[CH:12][C:11]([B:14]3[O:18][C:17]([CH3:20])([CH3:19])[C:16]([CH3:21])([CH3:22])[O:15]3)=[CH:10][C:7]=2[C:8]#[N:9])[CH2:2][CH2:24][CH2:3]1, predict the reactants needed to synthesize it. The reactants are: [CH:1]1([CH2:4][O:5][C:6]2[CH:13]=[CH:12][C:11]([B:14]3[O:18][C:17]([CH3:20])([CH3:19])[C:16]([CH3:22])([CH3:21])[O:15]3)=[CH:10][C:7]=2[C:8]#[N:9])[CH2:3][CH2:2]1.Br[C:24]1C=CC(OCC2CCC2)=C(C=1)C#N. (3) Given the product [O:21]=[C:15]1[CH:14]([N:8]2[C:7](=[O:22])[C:6]3[C:10](=[CH:11][CH:12]=[C:4]([CH2:3][NH:2][C:29](=[O:30])[C:28]4[CH:32]=[CH:33][C:25]([O:24][CH3:23])=[CH:26][CH:27]=4)[CH:5]=3)[C:9]2=[O:13])[CH2:19][CH2:18][C:17](=[O:20])[NH:16]1, predict the reactants needed to synthesize it. The reactants are: Cl.[NH2:2][CH2:3][C:4]1[CH:5]=[C:6]2[C:10](=[CH:11][CH:12]=1)[C:9](=[O:13])[N:8]([CH:14]1[CH2:19][CH2:18][C:17](=[O:20])[NH:16][C:15]1=[O:21])[C:7]2=[O:22].[CH3:23][O:24][C:25]1[CH:33]=[CH:32][C:28]([C:29](Cl)=[O:30])=[CH:27][CH:26]=1.CCN(C(C)C)C(C)C. (4) Given the product [N+:1]([C:4]1[CH:12]=[CH:11][C:7]([C:8]([NH:20][C:21]2[S:22][CH:23]=[CH:24][N:25]=2)=[O:10])=[CH:6][C:5]=1[CH3:13])([O-:3])=[O:2], predict the reactants needed to synthesize it. The reactants are: [N+:1]([C:4]1[CH:12]=[CH:11][C:7]([C:8]([OH:10])=O)=[CH:6][C:5]=1[CH3:13])([O-:3])=[O:2].C(Cl)(=O)C(Cl)=O.[NH2:20][C:21]1[S:22][CH:23]=[CH:24][N:25]=1.N1C=CC=CC=1. (5) Given the product [C:13]1([CH2:19][CH2:20][CH2:21][NH:22][CH2:1][C:3]2[O:7][C:6]([C:8]([O:10][CH2:11][CH3:12])=[O:9])=[CH:5][CH:4]=2)[CH:18]=[CH:17][CH:16]=[CH:15][CH:14]=1, predict the reactants needed to synthesize it. The reactants are: [CH:1]([C:3]1[O:7][C:6]([C:8]([O:10][CH2:11][CH3:12])=[O:9])=[CH:5][CH:4]=1)=O.[C:13]1([CH2:19][CH2:20][CH2:21][NH2:22])[CH:18]=[CH:17][CH:16]=[CH:15][CH:14]=1.